Task: Regression. Given two drug SMILES strings and cell line genomic features, predict the synergy score measuring deviation from expected non-interaction effect.. Dataset: NCI-60 drug combinations with 297,098 pairs across 59 cell lines Drug 1: COC1=C2C(=CC3=C1OC=C3)C=CC(=O)O2. Drug 2: C1CCC(C(C1)N)N.C(=O)(C(=O)[O-])[O-].[Pt+4]. Cell line: SF-268. Synergy scores: CSS=0.145, Synergy_ZIP=-3.57, Synergy_Bliss=-8.01, Synergy_Loewe=-7.55, Synergy_HSA=-7.13.